This data is from NCI-60 drug combinations with 297,098 pairs across 59 cell lines. The task is: Regression. Given two drug SMILES strings and cell line genomic features, predict the synergy score measuring deviation from expected non-interaction effect. (1) Drug 1: CC(CN1CC(=O)NC(=O)C1)N2CC(=O)NC(=O)C2. Drug 2: CC1=CC=C(C=C1)C2=CC(=NN2C3=CC=C(C=C3)S(=O)(=O)N)C(F)(F)F. Cell line: NCI/ADR-RES. Synergy scores: CSS=6.61, Synergy_ZIP=-1.95, Synergy_Bliss=2.19, Synergy_Loewe=1.69, Synergy_HSA=2.04. (2) Drug 1: CC1=C(C=C(C=C1)C(=O)NC2=CC(=CC(=C2)C(F)(F)F)N3C=C(N=C3)C)NC4=NC=CC(=N4)C5=CN=CC=C5. Drug 2: C1CN(P(=O)(OC1)NCCCl)CCCl. Cell line: SNB-19. Synergy scores: CSS=-1.64, Synergy_ZIP=2.26, Synergy_Bliss=1.72, Synergy_Loewe=-0.492, Synergy_HSA=-2.83. (3) Drug 1: C1=NC2=C(N=C(N=C2N1C3C(C(C(O3)CO)O)F)Cl)N. Drug 2: CC12CCC3C(C1CCC2OP(=O)(O)O)CCC4=C3C=CC(=C4)OC(=O)N(CCCl)CCCl.[Na+]. Cell line: SF-268. Synergy scores: CSS=9.91, Synergy_ZIP=1.13, Synergy_Bliss=5.58, Synergy_Loewe=-1.20, Synergy_HSA=-0.228. (4) Drug 1: CS(=O)(=O)C1=CC(=C(C=C1)C(=O)NC2=CC(=C(C=C2)Cl)C3=CC=CC=N3)Cl. Drug 2: CC1C(C(CC(O1)OC2CC(CC3=C2C(=C4C(=C3O)C(=O)C5=CC=CC=C5C4=O)O)(C(=O)C)O)N)O. Cell line: LOX IMVI. Synergy scores: CSS=49.1, Synergy_ZIP=-0.247, Synergy_Bliss=0.223, Synergy_Loewe=1.07, Synergy_HSA=3.03. (5) Drug 1: C1C(C(OC1N2C=C(C(=O)NC2=O)F)CO)O. Drug 2: C1=NC2=C(N=C(N=C2N1C3C(C(C(O3)CO)O)F)Cl)N. Cell line: MCF7. Synergy scores: CSS=13.2, Synergy_ZIP=-1.24, Synergy_Bliss=2.09, Synergy_Loewe=-5.85, Synergy_HSA=0.219.